From a dataset of Full USPTO retrosynthesis dataset with 1.9M reactions from patents (1976-2016). Predict the reactants needed to synthesize the given product. Given the product [C:2]([O:6][C:7](=[O:8])[CH2:9][CH2:10][C:11]1[CH:16]=[C:15]([Cl:17])[C:14](/[CH:18]=[CH:19]/[C:20]2[CH:28]=[CH:27][C:23]([C:24](=[O:26])[NH:66][C:67]3[CH:76]=[CH:75][C:74]4[C:69](=[CH:70][CH:71]=[CH:72][CH:73]=4)[N:68]=3)=[CH:22][C:21]=2[N+:29]([O-:31])=[O:30])=[C:13]([Cl:32])[CH:12]=1)([CH3:5])([CH3:3])[CH3:4], predict the reactants needed to synthesize it. The reactants are: [K+].[C:2]([O:6][C:7]([CH2:9][CH2:10][C:11]1[CH:16]=[C:15]([Cl:17])[C:14](/[CH:18]=[CH:19]/[C:20]2[CH:28]=[CH:27][C:23]([C:24]([O-:26])=O)=[CH:22][C:21]=2[N+:29]([O-:31])=[O:30])=[C:13]([Cl:32])[CH:12]=1)=[O:8])([CH3:5])([CH3:4])[CH3:3].C(N(C(C)C)CC)(C)C.CN(C(ON1N=NC2C=CC=NC1=2)=[N+](C)C)C.F[P-](F)(F)(F)(F)F.[NH2:66][C:67]1[CH:76]=[CH:75][C:74]2[C:69](=[CH:70][CH:71]=[CH:72][CH:73]=2)[N:68]=1.